From a dataset of Merck oncology drug combination screen with 23,052 pairs across 39 cell lines. Regression. Given two drug SMILES strings and cell line genomic features, predict the synergy score measuring deviation from expected non-interaction effect. (1) Drug 1: CN(Cc1cnc2nc(N)nc(N)c2n1)c1ccc(C(=O)NC(CCC(=O)O)C(=O)O)cc1. Drug 2: O=C(NOCC(O)CO)c1ccc(F)c(F)c1Nc1ccc(I)cc1F. Cell line: A2780. Synergy scores: synergy=-8.91. (2) Drug 1: O=c1[nH]cc(F)c(=O)[nH]1. Drug 2: NC1(c2ccc(-c3nc4ccn5c(=O)[nH]nc5c4cc3-c3ccccc3)cc2)CCC1. Cell line: LNCAP. Synergy scores: synergy=8.31. (3) Drug 1: O=S1(=O)NC2(CN1CC(F)(F)F)C1CCC2Cc2cc(C=CCN3CCC(C(F)(F)F)CC3)ccc2C1. Drug 2: Nc1ccn(C2OC(CO)C(O)C2(F)F)c(=O)n1. Cell line: VCAP. Synergy scores: synergy=2.07. (4) Drug 2: O=C(CCCCCCC(=O)Nc1ccccc1)NO. Cell line: HT144. Drug 1: COc1cc(C2c3cc4c(cc3C(OC3OC5COC(C)OC5C(O)C3O)C3COC(=O)C23)OCO4)cc(OC)c1O. Synergy scores: synergy=11.9. (5) Drug 1: COc1cc(C2c3cc4c(cc3C(OC3OC5COC(C)OC5C(O)C3O)C3COC(=O)C23)OCO4)cc(OC)c1O. Drug 2: CS(=O)(=O)CCNCc1ccc(-c2ccc3ncnc(Nc4ccc(OCc5cccc(F)c5)c(Cl)c4)c3c2)o1. Cell line: OCUBM. Synergy scores: synergy=14.5. (6) Drug 1: CN1C(=O)C=CC2(C)C3CCC4(C)C(NC(=O)OCC(F)(F)F)CCC4C3CCC12. Drug 2: CN(Cc1cnc2nc(N)nc(N)c2n1)c1ccc(C(=O)NC(CCC(=O)O)C(=O)O)cc1. Cell line: SKMES1. Synergy scores: synergy=-0.974. (7) Drug 1: O=C(O)C1(Cc2cccc(Nc3nccs3)n2)CCC(Oc2cccc(Cl)c2F)CC1. Drug 2: COC1CC2CCC(C)C(O)(O2)C(=O)C(=O)N2CCCCC2C(=O)OC(C(C)CC2CCC(OP(C)(C)=O)C(OC)C2)CC(=O)C(C)C=C(C)C(O)C(OC)C(=O)C(C)CC(C)C=CC=CC=C1C. Cell line: NCIH2122. Synergy scores: synergy=-1.48. (8) Drug 1: COC12C(COC(N)=O)C3=C(C(=O)C(C)=C(N)C3=O)N1CC1NC12. Drug 2: Cn1cc(-c2cnn3c(N)c(Br)c(C4CCCNC4)nc23)cn1. Cell line: T47D. Synergy scores: synergy=-33.3.